This data is from Full USPTO retrosynthesis dataset with 1.9M reactions from patents (1976-2016). The task is: Predict the reactants needed to synthesize the given product. Given the product [CH:14]1[C:30]2[C:22]3[C:23]4[CH:29]=[CH:28][CH:27]=[CH:26][C:24]=4[O:25][C:21]=3[C:20]([B:31]([OH:34])[OH:32])=[CH:19][C:18]=2[CH:17]=[CH:16][CH:15]=1, predict the reactants needed to synthesize it. The reactants are: CN(C)CCN(C)C.C([Li])(CC)C.[CH:14]1[C:30]2[C:22]3[C:23]4[CH:29]=[CH:28][CH:27]=[CH:26][C:24]=4[O:25][C:21]=3[CH:20]=[CH:19][C:18]=2[CH:17]=[CH:16][CH:15]=1.[B:31](OC)([O:34]C)[O:32]C.